Dataset: Experimentally validated miRNA-target interactions with 360,000+ pairs, plus equal number of negative samples. Task: Binary Classification. Given a miRNA mature sequence and a target amino acid sequence, predict their likelihood of interaction. (1) The miRNA is mmu-miR-3090-3p with sequence UCCCAGGUGACACCCUGACUCA. The protein sequence of the target gene is MSTADLMRRWVIALLLAAAGVAAEDSCSRNEFQCRDGKCIASKWVCDGSPECPDGSDESPETCMSVTCQSNQFSCGGRVSRCIPDSWRCDGQVDCENDSDEQGCPPKTCSQDDFRCQDGKCISPQFVCDGDRDCLDGSDEAHCQATTCGPAHFRCNSSICIPSLWACDGDVDCVDGSDEWPQNCQGRDTASKGVSSPCSSLEFHCGSSECIHRSWVCDGEADCKDKSDEEHCAVATCRPDEFQCADGSCIHGSRQCDREHDCKDMSDELGCVNVTQCDGPNKFKCHSGECISLDKVCDSA.... Result: 1 (interaction). (2) The miRNA is cel-miR-259-5p with sequence AAAUCUCAUCCUAAUCUGGUAGCA. The protein sequence of the target gene is MRPRAPACAAAALGLCSLLLLLAPGHACPAGCACTDPHTVDCRDRGLPSVPDPFPLDVRKLLVAGNRIQRIPEDFFIFYGDLVYLDFRNNSLRSLEEGTFSGSAKLVFLDLSYNNLTQLGAGAFRSAGRLVKLSLANNNLVGVHEDAFETLESLQVLELNDNNLRSLSVAALAALPALRSLRLDGNPWLCDCDFAHLFSWIQENASKLPKGLDEIQCSLPMESRRISLRELSEASFSECRFSLSLTDLCIIIFSGVAVSIAAIISSFFLATVVQCLQRCAPNKDAEDEDEDKDD. Result: 0 (no interaction). (3) The miRNA is dme-miR-iab-8-5p with sequence UUACGUAUACUGAAGGUAUACCG. The protein sequence of the target gene is MNQRRSESRPGNHRLQAYAEPGKGDSGGAGPLSGSARRGRGGGGAIRVRRPCWSGGAGRGGGPAWAVRLPTVTAGWTWPALRTLSSLRAGPSEPHSPGRRPPRAGRPLCQADPQPGKAARRSLEPDPAQTGPRPARAAGMSEARKGPDEAEESQYDSGIESLRSLRSLPESTSAPASGPSDGSPQPCTHPPGPVKEPQEKEDADGERADSTYGSSSLTYTLSLLGGPEAEDPAPRLPLPHVGALSPQQLEALTYISEDGDTLVHLAVIHEAPAVLLCCLALLPQEVLDIQNNLYQTALHL.... Result: 0 (no interaction). (4) The miRNA is mmu-miR-6955-3p with sequence ACACCUGUCUCCUUUGCCCACA. The protein sequence of the target gene is MQLCARAWGLRLGRGAGGGHRLARGTGLSWAQRSRDSSGGGGGGGGGDRGAAGASRLLERLLPRHDDFSRRHIGPGDKDRREMLQALGLASIDELIEKTVPASIRLKRPLKMEDPICENEILETLHAIASKNQIWRSYIGMGYYNCSVPQTILRNLLENSGWVTQYTPYQPEVSQGRLESLLNYQTMVSDITGLDMANASLLDEATAAAEAMQLCHRHNKRKKFFVDPRCHPQTIAVVQTRAKYRGVLVELKLPHEMDFSGKDVCGVLFQYPDTEGKVEDFTELVDRAHQTGSLTCCATD.... Result: 0 (no interaction). (5) The miRNA is hsa-let-7g-5p with sequence UGAGGUAGUAGUUUGUACAGUU. The protein sequence of the target gene is MWRLPGLLGRALPRTLGPSLWRVTPKSTSPDGPQTTSSTLLVPVPNLDRSGPHGPGTSGGPRSHGWKDAFQWMSSRVSPNTLWDAISWGTLAVLALQLARQIHFQASLPAGPQRVEHCSWHSPLDRFFSSPLWHPCSSLRQHILPSPDGPAPRHTGLREPRLGQEEASAQPRNFSHNSLRGARPQDPSEEGPGDFGFLHASSSIESEAKPAQPQPTGEKEQDKSKTLSLEEAVTSIQQLFQLSVSIAFNFLGTENMKSGDHTAAFSYFQKAAARGYSKAQYNAGLCHEHGRGTPRDISKA.... Result: 0 (no interaction). (6) The miRNA is hsa-miR-548ah-5p with sequence AAAAGUGAUUGCAGUGUUUG. The protein sequence of the target gene is MSATSVDQRPKGQGNKVSVQNGSIHQKDAVNDDDFEPYLSSQTNQSNSYPPMSDPYMPSYYAPSIGFPYSLGEAAWSTAGDQPMPYLTTYGQMSNGEHHYIPDGVFSQPGALGNTPPFLGQHGFNFFPGNADFSTWGTSGSQGQSTQSSAYSSSYGYPPSSLGRAITDGQAGFGNDTLSKVPGISSIEQGMTGLKIGGDLTAAVTKTVGTALSSSGMTSIATNSVPPVSSAAPKPTSWAAIARKPAKPQPKLKPKGNVGIGGSAVPPPPIKHNMNIGTWDEKGSVVKAPPTQPVLPPQTI.... Result: 1 (interaction). (7) Result: 0 (no interaction). The miRNA is hsa-miR-4685-5p with sequence CCCAGGGCUUGGAGUGGGGCAAGGUU. The protein sequence of the target gene is MAVLLMRLMLQTTKLDHNLIGRCLQRHAVKPDPAQLSLSASTPKLLYLTSAKGFSTAGDPQGERKQKRRDAFSNTGRKISERIIRVLDEKGMDLGMMHRADVIRLMNKQDLRLVQRNTSSEPPEYQLMTGEQIHQERLKLREQEKAKPKTGPTMTKELVFSSNIGQHDLDTKSKQIQQWIEKKYHVQVTIKRRKDAEQSEEETEEIFNQILQTMPDIATFSSRPKAIRGGTASMCVFRHLSKKEEKAYRESQESQRRDTLSKDDDGNSKESDVVCQ.